This data is from Catalyst prediction with 721,799 reactions and 888 catalyst types from USPTO. The task is: Predict which catalyst facilitates the given reaction. (1) Reactant: C(OC([N:8]1[C:16]2[C:11](=[CH:12][CH:13]=[C:14]([Cl:17])[CH:15]=2)/[C:10](=[CH:18]/[C:19]2[CH:24]=[C:23]([Cl:25])[CH:22]=[CH:21][C:20]=2[O:26][CH2:27][CH:28]2[CH2:33][CH2:32][O:31][CH2:30][CH2:29]2)/[C:9]1=[O:34])=C)(C)(C)C.[F:35][C:36]1[CH:37]=[CH:38][C:39]([CH3:51])=[C:40]([CH:42]=[N:43][C:44]([O:46][Si](C)(C)C)=[CH2:45])[CH:41]=1. Product: [Cl:17][C:14]1[CH:15]=[C:16]2[NH:8][C:9](=[O:34])[C:10]3([CH:18]([C:19]4[CH:24]=[C:23]([Cl:25])[CH:22]=[CH:21][C:20]=4[O:26][CH2:27][CH:28]4[CH2:29][CH2:30][O:31][CH2:32][CH2:33]4)[CH2:45][C:44](=[O:46])[NH:43][CH:42]3[C:40]3[CH:41]=[C:36]([F:35])[CH:37]=[CH:38][C:39]=3[CH3:51])[C:11]2=[CH:12][CH:13]=1. The catalyst class is: 11. (2) Reactant: CN1C([C:7]2[CH:17]=[CH:16][C:10]3[CH2:11][CH2:12][NH:13][CH2:14][CH2:15][C:9]=3[CH:8]=2)=CC(C)=N1.C(N(CC)CC)C.FC(F)(F)C(OC(=O)C(F)(F)F)=O. Product: [NH:13]1[C:14]2[CH:15]=[CH:9][CH:8]=[CH:7][C:17]=2[CH:16]=[CH:10][CH:11]=[CH:12]1. The catalyst class is: 2. (3) Reactant: [C:1]([O:5][C:6](=[O:40])[NH:7][C@H:8]([C:34]1[CH:39]=[CH:38][CH:37]=[CH:36][CH:35]=1)[CH2:9][N:10]1[C:15](=[O:16])[C:14]([NH:17][C:18](=[O:23])[CH2:19][CH2:20][CH2:21]Cl)=[CH:13][N:12]([CH2:24][C:25]2[C:30]([F:31])=[CH:29][CH:28]=[CH:27][C:26]=2[F:32])[C:11]1=[O:33])([CH3:4])([CH3:3])[CH3:2].C(=O)([O-])[O-].[K+].[K+]. Product: [C:1]([O:5][C:6](=[O:40])[NH:7][C@H:8]([C:34]1[CH:39]=[CH:38][CH:37]=[CH:36][CH:35]=1)[CH2:9][N:10]1[C:15](=[O:16])[C:14]([N:17]2[CH2:21][CH2:20][CH2:19][C:18]2=[O:23])=[CH:13][N:12]([CH2:24][C:25]2[C:30]([F:31])=[CH:29][CH:28]=[CH:27][C:26]=2[F:32])[C:11]1=[O:33])([CH3:4])([CH3:3])[CH3:2]. The catalyst class is: 174. (4) Product: [CH2:1]([O:8][C:9]1[N:14]=[CH:13][N:12]([CH2:15][C:16](=[O:17])[C:18]2[CH:23]=[CH:22][C:21]([CH2:24][N:27]3[CH2:31][CH2:30][CH2:29][CH2:28]3)=[CH:20][CH:19]=2)[C:11](=[O:26])[CH:10]=1)[C:2]1[CH:7]=[CH:6][CH:5]=[CH:4][CH:3]=1. The catalyst class is: 3. Reactant: [CH2:1]([O:8][C:9]1[N:14]=[CH:13][N:12]([CH2:15][C:16]([C:18]2[CH:23]=[CH:22][C:21]([CH2:24]Br)=[CH:20][CH:19]=2)=[O:17])[C:11](=[O:26])[CH:10]=1)[C:2]1[CH:7]=[CH:6][CH:5]=[CH:4][CH:3]=1.[NH:27]1[CH2:31][CH2:30][CH2:29][CH2:28]1.